From a dataset of Full USPTO retrosynthesis dataset with 1.9M reactions from patents (1976-2016). Predict the reactants needed to synthesize the given product. Given the product [OH:30][NH:31][C:51]([C@H:52]([NH:54][C:20]([C:17]1([C:14]2[CH:13]=[CH:12][C:11]([CH3:10])=[CH:16][CH:15]=2)[CH2:18][CH2:19]1)=[O:22])[CH:1]([CH3:3])[CH3:2])=[O:50], predict the reactants needed to synthesize it. The reactants are: [CH:1](N(CC)C(C)C)([CH3:3])[CH3:2].[CH3:10][C:11]1[CH:16]=[CH:15][C:14]([C:17]2([C:20]([OH:22])=O)[CH2:19][CH2:18]2)=[CH:13][CH:12]=1.CN(C([O:30][N:31]1N=NC2C=CC=NC1=2)=[N+](C)C)C.F[P-](F)(F)(F)(F)F.C([O:50][CH2:51][CH3:52])(=O)C.C[N:54](C)C=O.